From a dataset of Full USPTO retrosynthesis dataset with 1.9M reactions from patents (1976-2016). Predict the reactants needed to synthesize the given product. (1) The reactants are: [CH3:1][O:2][C:3](=[O:16])[CH2:4][C:5]1[C:14]2[C:9](=[CH:10][CH:11]=[C:12](Br)[CH:13]=2)[CH:8]=[N:7][CH:6]=1.[CH3:17][N:18](C=O)C. Given the product [CH3:1][O:2][C:3](=[O:16])[CH2:4][C:5]1[C:14]2[C:9](=[CH:10][CH:11]=[C:12]([C:17]#[N:18])[CH:13]=2)[CH:8]=[N:7][CH:6]=1, predict the reactants needed to synthesize it. (2) Given the product [N:7]1[CH:12]=[CH:11][CH:10]=[CH:9][C:8]=1[CH2:13][N:14]1[CH2:15][CH2:16][N:17]([CH2:20][CH2:21][NH2:22])[CH2:18][CH2:19]1, predict the reactants needed to synthesize it. The reactants are: [H-].[Al+3].[Li+].[H-].[H-].[H-].[N:7]1[CH:12]=[CH:11][CH:10]=[CH:9][C:8]=1[CH2:13][N:14]1[CH2:19][CH2:18][N:17]([CH2:20][C:21]#[N:22])[CH2:16][CH2:15]1. (3) Given the product [CH:20]1([C:18]([C:12]2[CH:13]=[C:14]([CH3:17])[CH:15]=[CH:16][C:11]=2[NH:10][C:8]([NH:7][C:5]2[S:6][C:2]([S:31][C:27]3[N:26]([CH3:25])[CH:30]=[N:29][N:28]=3)=[CH:3][N:4]=2)=[O:9])=[O:19])[CH2:24][CH2:23][CH2:22][CH2:21]1, predict the reactants needed to synthesize it. The reactants are: Br[C:2]1[S:6][C:5]([NH:7][C:8]([NH:10][C:11]2[CH:16]=[CH:15][C:14]([CH3:17])=[CH:13][C:12]=2[C:18]([CH:20]2[CH2:24][CH2:23][CH2:22][CH2:21]2)=[O:19])=[O:9])=[N:4][CH:3]=1.[CH3:25][N:26]1[CH:30]=[N:29][N:28]=[C:27]1[SH:31]. (4) The reactants are: [CH3:1][O:2][C:3]1C=C[C:6](C[O:10][CH:11]2[CH2:15][CH:14]([NH:16][C:17](=[O:23])[O:18][C:19]([CH3:22])([CH3:21])[CH3:20])[CH:13]([NH:24][C:25](=[O:37])[C:26]3[CH:31]=[CH:30][CH:29]=[CH:28][C:27]=3[N:32]3[N:36]=[CH:35][CH:34]=[N:33]3)[CH2:12]2)=[CH:5][CH:4]=1.ClC1C(=O)C(C#N)=C(C#N)C(=[O:46])C=1Cl. Given the product [CH2:5]([CH2:4][C:3]([O:2][CH3:1])=[O:46])[CH3:6].[OH:10][CH:11]1[CH2:15][CH:14]([NH:16][C:17](=[O:23])[O:18][C:19]([CH3:22])([CH3:21])[CH3:20])[CH:13]([NH:24][C:25](=[O:37])[C:26]2[CH:31]=[CH:30][CH:29]=[CH:28][C:27]=2[N:32]2[N:33]=[CH:34][CH:35]=[N:36]2)[CH2:12]1, predict the reactants needed to synthesize it. (5) Given the product [Cl:27][C:24]1[CH:25]=[CH:26][C:21]([C:17]2[CH:16]=[C:15]([C:13]([OH:14])=[O:12])[CH:20]=[CH:19][N:18]=2)=[CH:22][C:23]=1[C:28]([NH:30][CH2:31][C:32]12[CH2:41][CH:36]3[CH2:37][CH:38]([CH2:40][CH:34]([CH2:35]3)[CH2:33]1)[CH2:39]2)=[O:29], predict the reactants needed to synthesize it. The reactants are: FC(F)(F)C(O)=O.CC([O:12][C:13]([C:15]1[CH:20]=[CH:19][N:18]=[C:17]([C:21]2[CH:26]=[CH:25][C:24]([Cl:27])=[C:23]([C:28]([NH:30][CH2:31][C:32]34[CH2:41][CH:36]5[CH2:37][CH:38]([CH2:40][CH:34]([CH2:35]5)[CH2:33]3)[CH2:39]4)=[O:29])[CH:22]=2)[CH:16]=1)=[O:14])(C)C. (6) Given the product [Br:15][C:12]1[CH:13]=[CH:14][C:9]2[NH:8][C:17]([C:19]3([NH2:34])[CH2:24][CH2:23][N:22]([C:25]4[C:26]5[CH:33]=[CH:32][NH:31][C:27]=5[N:28]=[CH:29][N:30]=4)[CH2:21][CH2:20]3)=[N:16][C:10]=2[CH:11]=1, predict the reactants needed to synthesize it. The reactants are: Cl.O1CCOCC1.[NH2:8][C:9]1[CH:14]=[CH:13][C:12]([Br:15])=[CH:11][C:10]=1[NH:16][C:17]([C:19]1([NH:34]C(=O)OC(C)(C)C)[CH2:24][CH2:23][N:22]([C:25]2[C:26]3[CH:33]=[CH:32][NH:31][C:27]=3[N:28]=[CH:29][N:30]=2)[CH2:21][CH2:20]1)=O.NC1C=C(Br)C=CC=1NC(C1(NC(=O)OC(C)(C)C)CCN(C2C3C=CNC=3N=CN=2)CC1)=O. (7) Given the product [Cl:34][C:11]1[C:10]2[C:5](=[C:6]([CH3:14])[CH:7]=[CH:8][CH:9]=2)[N:4]=[C:3]([C:2]([F:22])([F:1])[C:15]2[CH:20]=[CH:19][C:18]([F:21])=[CH:17][N:16]=2)[N:12]=1, predict the reactants needed to synthesize it. The reactants are: [F:1][C:2]([F:22])([C:15]1[CH:20]=[CH:19][C:18]([F:21])=[CH:17][N:16]=1)[C:3]1[NH:12][C:11](=O)[C:10]2[C:5](=[C:6]([CH3:14])[CH:7]=[CH:8][CH:9]=2)[N:4]=1.CCN(C(C)C)C(C)C.O=P(Cl)(Cl)[Cl:34].